Dataset: Cav3 T-type calcium channel HTS with 100,875 compounds. Task: Binary Classification. Given a drug SMILES string, predict its activity (active/inactive) in a high-throughput screening assay against a specified biological target. (1) The molecule is S(=O)(=O)(CCC(NC(=O)C)C(=O)Nc1cc(ccc1)C)C. The result is 0 (inactive). (2) The compound is S(=O)(=O)(N1CCC(CC1)c1[nH]c2c(n1)ccc(c2)C)c1cc2c(cc1)cccc2. The result is 0 (inactive).